From a dataset of Reaction yield outcomes from USPTO patents with 853,638 reactions. Predict the reaction yield, written as a fraction of the theoretical maximum amount of product (1.0 means a 100% yield; for example, 0.34 means a 34% yield). (1) The reactants are [Cl:1][C:2]1[C:3]([C:8]2[CH:9]=[C:10]3[C:14](=[CH:15][CH:16]=2)[N:13]([CH2:17][O:18][CH2:19][CH2:20][Si:21]([CH3:24])([CH3:23])[CH3:22])[N:12]=[C:11]3[N:25]2C(=O)C3C(=CC=CC=3)C2=O)=[N:4][CH:5]=[CH:6][CH:7]=1.O.NN. The catalyst is C(O)C. The product is [Cl:1][C:2]1[C:3]([C:8]2[CH:9]=[C:10]3[C:14](=[CH:15][CH:16]=2)[N:13]([CH2:17][O:18][CH2:19][CH2:20][Si:21]([CH3:23])([CH3:22])[CH3:24])[N:12]=[C:11]3[NH2:25])=[N:4][CH:5]=[CH:6][CH:7]=1. The yield is 0.480. (2) The reactants are [CH:1]1([NH:6][C:7](=[O:41])[C:8]2[CH:13]=[CH:12][C:11]([C:14]3[S:18][C:17]4[CH:19]=[C:20]([O:23]C)[CH:21]=[CH:22][C:16]=4[C:15]=3[O:25][C:26]3[CH:31]=[CH:30][C:29]([O:32][CH2:33][CH2:34][N:35]4[CH2:40][CH2:39][CH2:38][CH2:37][CH2:36]4)=[CH:28][CH:27]=3)=[CH:10][CH:9]=2)[CH2:5][CH2:4][CH2:3][CH2:2]1.Cl.CCOCC.B(Br)(Br)Br. The catalyst is C(Cl)Cl. The product is [CH:1]1([NH:6][C:7](=[O:41])[C:8]2[CH:13]=[CH:12][C:11]([C:14]3[S:18][C:17]4[CH:19]=[C:20]([OH:23])[CH:21]=[CH:22][C:16]=4[C:15]=3[O:25][C:26]3[CH:31]=[CH:30][C:29]([O:32][CH2:33][CH2:34][N:35]4[CH2:36][CH2:37][CH2:38][CH2:39][CH2:40]4)=[CH:28][CH:27]=3)=[CH:10][CH:9]=2)[CH2:2][CH2:3][CH2:4][CH2:5]1. The yield is 0.620. (3) The reactants are [O:1]=[C:2]1[C:10](=[O:11])[C:9]2[C:4](=[CH:5][CH:6]=[C:7]([S:12](Cl)(=[O:14])=[O:13])[CH:8]=2)[NH:3]1.[Na].[NH:17]1C2[C:22](=CC(S(O)(=O)=O)=CC=2)[C:20](=O)[C:18]1=O.O=P(Cl)(Cl)Cl.CCN(C(C)C)C(C)C.C(N)CC. The catalyst is C1COCC1.C(OCC)(=O)C. The product is [CH2:18]([NH:17][S:12]([C:7]1[CH:8]=[C:9]2[C:4](=[CH:5][CH:6]=1)[NH:3][C:2](=[O:1])[C:10]2=[O:11])(=[O:14])=[O:13])[CH2:20][CH3:22]. The yield is 0.600.